This data is from Catalyst prediction with 721,799 reactions and 888 catalyst types from USPTO. The task is: Predict which catalyst facilitates the given reaction. (1) Reactant: [C:1]([O:5][C:6]([N:8]1[CH2:17][CH2:16][C:15]2[C:10](=[CH:11][CH:12]=[CH:13][C:14]=2Br)[CH2:9]1)=[O:7])([CH3:4])([CH3:3])[CH3:2].C([Li])(C)(C)C.[CH:24](N1CCOCC1)=[O:25].[Cl-].[NH4+]. Product: [C:1]([O:5][C:6]([N:8]1[CH2:17][CH2:16][C:15]2[C:10](=[CH:11][CH:12]=[CH:13][C:14]=2[CH:24]=[O:25])[CH2:9]1)=[O:7])([CH3:4])([CH3:3])[CH3:2]. The catalyst class is: 27. (2) Reactant: [CH:1]([C:3]1[O:4][C:5]2[CH:11]=[CH:10][C:9]([C:12]3[CH:19]=[CH:18][C:15]([C:16]#[N:17])=[CH:14][CH:13]=3)=[CH:8][C:6]=2[N:7]=1)=[CH2:2].[CH3:20][CH:21]1[CH2:25][CH2:24][CH2:23][NH:22]1. Product: [CH3:20][CH:21]1[CH2:25][CH2:24][CH2:23][N:22]1[CH2:2][CH2:1][C:3]1[O:4][C:5]2[CH:11]=[CH:10][C:9]([C:12]3[CH:19]=[CH:18][C:15]([C:16]#[N:17])=[CH:14][CH:13]=3)=[CH:8][C:6]=2[N:7]=1. The catalyst class is: 8. (3) Reactant: [Cl:1][C:2]1[CH:7]=[CH:6][C:5]([NH:8][S:9]([C:12]([F:15])([F:14])[F:13])(=[O:11])=[O:10])=[C:4]([O:16][C:17]2[CH:22]=[CH:21][C:20]([Cl:23])=[CH:19][C:18]=2[Cl:24])[CH:3]=1.Cl[CH2:26][O:27][C:28](=[O:33])[C:29]([CH3:32])([CH3:31])[CH3:30].C(=O)([O-])[O-].[K+].[K+].[I-].[Na+]. Product: [Cl:1][C:2]1[CH:7]=[CH:6][C:5]([N:8]([CH2:26][O:27][C:28](=[O:33])[C:29]([CH3:32])([CH3:31])[CH3:30])[S:9]([C:12]([F:15])([F:13])[F:14])(=[O:10])=[O:11])=[C:4]([O:16][C:17]2[CH:22]=[CH:21][C:20]([Cl:23])=[CH:19][C:18]=2[Cl:24])[CH:3]=1. The catalyst class is: 21. (4) Reactant: [NH2:1][C:2]([CH3:19])([CH2:5][O:6][C:7]1[CH:8]=[CH:9][C:10]2[CH2:14][O:13][B:12]([OH:15])[C:11]=2[C:16]=1[O:17][CH3:18])[C:3]#[N:4].[F:20][C:21]([F:33])([F:32])[O:22][C:23]1[CH:31]=[CH:30][C:26]([C:27](O)=[O:28])=[CH:25][CH:24]=1.CN(C(ON1N=NC2C=CC=NC1=2)=[N+](C)C)C.F[P-](F)(F)(F)(F)F.CCN(C(C)C)C(C)C. Product: [C:3]([C:2]([NH:1][C:27](=[O:28])[C:26]1[CH:30]=[CH:31][C:23]([O:22][C:21]([F:20])([F:32])[F:33])=[CH:24][CH:25]=1)([CH3:19])[CH2:5][O:6][C:7]1[CH:8]=[CH:9][C:10]2[CH2:14][O:13][B:12]([OH:15])[C:11]=2[C:16]=1[O:17][CH3:18])#[N:4]. The catalyst class is: 3. (5) Reactant: C([C:3]1([C:17]2([OH:28])[CH2:20][N:19]([C:21]([O:23][C:24]([CH3:27])([CH3:26])[CH3:25])=[O:22])[CH2:18]2)[CH2:8][CH2:7][CH2:6][CH:5]([CH3:9])[N:4]1[CH2:10][C:11]1[CH:16]=[CH:15][CH:14]=[CH:13][CH:12]=1)#N.C(O)(=O)C.C([BH3-])#N.[Na+]. Product: [OH:28][C:17]1([CH:3]2[CH2:8][CH2:7][CH2:6][CH:5]([CH3:9])[N:4]2[CH2:10][C:11]2[CH:12]=[CH:13][CH:14]=[CH:15][CH:16]=2)[CH2:20][N:19]([C:21]([O:23][C:24]([CH3:25])([CH3:26])[CH3:27])=[O:22])[CH2:18]1. The catalyst class is: 8. (6) Reactant: Br[C:2]1[C:3]([O:16][C:17]2[CH:22]=[CH:21][CH:20]=[CH:19][C:18]=2[F:23])=[C:4]2[C:9](=[CH:10][CH:11]=1)[N:8]([C:12](=[O:14])[CH3:13])[C@@H:7]([CH3:15])[CH2:6][CH2:5]2.O1CCOCC1.C(=O)([O-])[O-].[Cs+].[Cs+].CC1(C)C(C)(C)OB([C:44]2[CH:45]=[N:46][N:47]([CH:49]3[CH2:54][CH2:53][N:52]([C:55]([O:57][C:58]([CH3:61])([CH3:60])[CH3:59])=[O:56])[CH2:51][CH2:50]3)[CH:48]=2)O1. Product: [C:12]([N:8]1[C:9]2[C:4](=[C:3]([O:16][C:17]3[CH:22]=[CH:21][CH:20]=[CH:19][C:18]=3[F:23])[C:2]([C:44]3[CH:45]=[N:46][N:47]([CH:49]4[CH2:50][CH2:51][N:52]([C:55]([O:57][C:58]([CH3:61])([CH3:60])[CH3:59])=[O:56])[CH2:53][CH2:54]4)[CH:48]=3)=[CH:11][CH:10]=2)[CH2:5][CH2:6][C@@H:7]1[CH3:15])(=[O:14])[CH3:13]. The catalyst class is: 263. (7) Reactant: CC([O-])(C)C.[K+].[N:7]1[CH:12]=[CH:11][C:10]([C:13]2[N:17]=[C:16]([CH2:18]OS(C)(=O)=O)[O:15][N:14]=2)=[CH:9][CH:8]=1.[C:24]([O:28][C:29]([N:31]1[CH2:36][CH2:35][CH:34]([SH:37])[CH2:33][CH2:32]1)=[O:30])([CH3:27])([CH3:26])[CH3:25]. Product: [C:24]([O:28][C:29]([N:31]1[CH2:36][CH2:35][CH:34]([S:37][CH2:18][C:16]2[O:15][N:14]=[C:13]([C:10]3[CH:9]=[CH:8][N:7]=[CH:12][CH:11]=3)[N:17]=2)[CH2:33][CH2:32]1)=[O:30])([CH3:27])([CH3:25])[CH3:26]. The catalyst class is: 116. (8) Reactant: [Cl:1][C:2]1[N:10](CC=C)[C:9]2[C:8](=[O:14])[NH:7][C:6](=[O:15])[N:5]([CH2:16][CH2:17][CH2:18][CH2:19][CH3:20])[C:4]=2[N:3]=1.C(=O)([O-])[O-].[Cs+].[Cs+].Br[CH2:28][CH2:29][CH2:30][CH2:31][C:32]#[N:33].N1CCOCC1. Product: [Cl:1][C:2]1[NH:10][C:9]2[C:8](=[O:14])[N:7]([CH2:28][CH2:29][CH2:30][CH2:31][C:32]#[N:33])[C:6](=[O:15])[N:5]([CH2:16][CH2:17][CH2:18][CH2:19][CH3:20])[C:4]=2[N:3]=1. The catalyst class is: 128. (9) Reactant: [NH2:1][C:2]1[CH:7]=[C:6]([C:8]([CH3:11])([CH3:10])[CH3:9])[CH:5]=[CH:4][C:3]=1[NH:12][C:13](=O)[CH2:14][CH2:15][CH:16]1[CH2:19][CH:18]([N:20]([CH2:25][C@@H:26]2[C@@H:33]3[C@@H:29]([O:30][C:31]([CH3:35])([CH3:34])[O:32]3)[C@H:28]([N:36]3[C:40]4[N:41]=[CH:42][N:43]=[C:44]([NH:45][CH2:46][C:47]5[CH:52]=[CH:51][C:50]([O:53][CH3:54])=[CH:49][C:48]=5[O:55][CH3:56])[C:39]=4[CH:38]=[CH:37]3)[CH2:27]2)[CH2:21][CH:22]([CH3:24])[CH3:23])[CH2:17]1. Product: [C:8]([C:6]1[CH:5]=[CH:4][C:3]2[NH:12][C:13]([CH2:14][CH2:15][CH:16]3[CH2:19][CH:18]([N:20]([CH2:25][C@@H:26]4[C@H:33]5[O:32][C:31]([CH3:34])([CH3:35])[O:30][C@H:29]5[C@H:28]([N:36]5[C:40]6[N:41]=[CH:42][N:43]=[C:44]([NH:45][CH2:46][C:47]7[CH:52]=[CH:51][C:50]([O:53][CH3:54])=[CH:49][C:48]=7[O:55][CH3:56])[C:39]=6[CH:38]=[CH:37]5)[CH2:27]4)[CH2:21][CH:22]([CH3:24])[CH3:23])[CH2:17]3)=[N:1][C:2]=2[CH:7]=1)([CH3:9])([CH3:11])[CH3:10]. The catalyst class is: 15.